Dataset: Full USPTO retrosynthesis dataset with 1.9M reactions from patents (1976-2016). Task: Predict the reactants needed to synthesize the given product. Given the product [CH3:22][C:21]1[N:20]([C:14]2[CH:19]=[CH:18][CH:17]=[CH:16][CH:15]=2)[C:2]2[CH:7]=[CH:6][C:5]([C:8](=[O:10])[CH3:9])=[CH:4][C:3]=2[N:11]=1, predict the reactants needed to synthesize it. The reactants are: Br[C:2]1[CH:7]=[CH:6][C:5]([C:8](=[O:10])[CH3:9])=[CH:4][C:3]=1[N+:11]([O-])=O.[C:14]1([NH:20][C:21](=O)[CH3:22])[CH:19]=[CH:18][CH:17]=[CH:16][CH:15]=1.